From a dataset of Peptide-MHC class I binding affinity with 185,985 pairs from IEDB/IMGT. Regression. Given a peptide amino acid sequence and an MHC pseudo amino acid sequence, predict their binding affinity value. This is MHC class I binding data. (1) The peptide sequence is PTSRTTWSIH. The MHC is HLA-B58:01 with pseudo-sequence HLA-B58:01. The binding affinity (normalized) is 0.272. (2) The peptide sequence is IKYACKQIL. The MHC is HLA-B08:01 with pseudo-sequence HLA-B08:01. The binding affinity (normalized) is 0.162. (3) The peptide sequence is SLMASSPTSI. The MHC is HLA-B58:01 with pseudo-sequence HLA-B58:01. The binding affinity (normalized) is 0.0847. (4) The binding affinity (normalized) is 0. The MHC is HLA-A03:01 with pseudo-sequence HLA-A03:01. The peptide sequence is QTVDFTDCR. (5) The peptide sequence is GRNSRFPDK. The MHC is HLA-B15:01 with pseudo-sequence HLA-B15:01. The binding affinity (normalized) is 0.0847. (6) The binding affinity (normalized) is 0.369. The MHC is HLA-A02:02 with pseudo-sequence HLA-A02:02. The peptide sequence is SSILNLHTL. (7) The peptide sequence is ATNDGLIKK. The MHC is HLA-B15:17 with pseudo-sequence HLA-B15:17. The binding affinity (normalized) is 0.0847.